Dataset: Forward reaction prediction with 1.9M reactions from USPTO patents (1976-2016). Task: Predict the product of the given reaction. (1) Given the reactants C[O:2][C:3](=O)[CH2:4][C:5]1[C:6]([F:22])=[C:7]2[C:12](=[CH:13][C:14]=1[F:15])[N:11]=[CH:10][C:9]([C:16]1[CH:17]=[N:18][N:19]([CH3:21])[CH:20]=1)=[CH:8]2.[NH2:24][NH2:25], predict the reaction product. The product is: [F:22][C:6]1[C:5]([CH2:4][C:3]([NH:24][NH2:25])=[O:2])=[C:14]([F:15])[CH:13]=[C:12]2[C:7]=1[CH:8]=[C:9]([C:16]1[CH:17]=[N:18][N:19]([CH3:21])[CH:20]=1)[CH:10]=[N:11]2. (2) Given the reactants [Cl:1][C:2]1[CH:7]=[C:6]([NH:8][C:9]2[N:13]=[C:12]([NH2:14])[NH:11][N:10]=2)[CH:5]=[C:4]([C:15]([F:18])([F:17])[F:16])[C:3]=1[C:19]1[CH:24]=[CH:23][C:22]([S:25]([CH:28]([CH3:30])[CH3:29])(=[O:27])=[O:26])=[CH:21][CH:20]=1.[CH:31]([C:33]1[CH:45]=[CH:44][C:36]([C:37]([O:39][C:40]([CH3:43])([CH3:42])[CH3:41])=[O:38])=[CH:35][CH:34]=1)=O.C(O)(=O)C.Cl, predict the reaction product. The product is: [Cl:1][C:2]1[CH:7]=[C:6]([NH:8][C:9]2[N:13]=[C:12]([NH:14][CH2:31][C:33]3[CH:45]=[CH:44][C:36]([C:37]([O:39][C:40]([CH3:41])([CH3:43])[CH3:42])=[O:38])=[CH:35][CH:34]=3)[NH:11][N:10]=2)[CH:5]=[C:4]([C:15]([F:18])([F:16])[F:17])[C:3]=1[C:19]1[CH:20]=[CH:21][C:22]([S:25]([CH:28]([CH3:30])[CH3:29])(=[O:26])=[O:27])=[CH:23][CH:24]=1.